Dataset: Full USPTO retrosynthesis dataset with 1.9M reactions from patents (1976-2016). Task: Predict the reactants needed to synthesize the given product. (1) Given the product [F:28][CH:20]1[CH:19]([NH:8][C:37](=[O:38])[O:39][C:40]([CH3:41])([CH3:42])[CH3:43])[CH2:24][CH2:23][N:22]([CH2:25][CH2:26][OH:27])[CH2:21]1, predict the reactants needed to synthesize it. The reactants are: C([N:8]([CH:19]1[CH2:24][CH2:23][N:22]([CH2:25][CH2:26][OH:27])[CH2:21][CH:20]1[F:28])C(=O)OCC1C=CC=CC=1)C1C=CC=CC=1.[C:37](O[C:37]([O:39][C:40]([CH3:43])([CH3:42])[CH3:41])=[O:38])([O:39][C:40]([CH3:43])([CH3:42])[CH3:41])=[O:38].CO. (2) The reactants are: C([O:3][C:4](=[O:33])[CH2:5][N:6]1[C:14]2[C:9](=[CH:10][CH:11]=[C:12]([CH2:15][O:16][C:17]3[CH:22]=[CH:21][C:20]([C:23]4[CH:28]=[C:27]([F:29])[C:26]([F:30])=[CH:25][C:24]=4[O:31][CH3:32])=[CH:19][CH:18]=3)[CH:13]=2)[CH:8]=[N:7]1)C.O.[OH-].[Li+].CCOC(C)=O.Cl. Given the product [F:30][C:26]1[C:27]([F:29])=[CH:28][C:23]([C:20]2[CH:19]=[CH:18][C:17]([O:16][CH2:15][C:12]3[CH:13]=[C:14]4[C:9]([CH:8]=[N:7][N:6]4[CH2:5][C:4]([OH:33])=[O:3])=[CH:10][CH:11]=3)=[CH:22][CH:21]=2)=[C:24]([O:31][CH3:32])[CH:25]=1, predict the reactants needed to synthesize it.